This data is from Full USPTO retrosynthesis dataset with 1.9M reactions from patents (1976-2016). The task is: Predict the reactants needed to synthesize the given product. (1) Given the product [NH2:30][C:27]1[CH:28]=[CH:29][C:24]([C:21]2[CH:20]=[N:19][C:18]3[N:17]([N:16]=[CH:15][C:14]=3[C:11]3[CH:10]=[CH:9][C:8]([N:5]4[CH2:4][CH2:3][N:2]([CH3:1])[CH2:7][CH2:6]4)=[CH:13][CH:12]=3)[C:22]=2[NH2:23])=[CH:25][CH:26]=1, predict the reactants needed to synthesize it. The reactants are: [CH3:1][N:2]1[CH2:7][CH2:6][N:5]([C:8]2[CH:13]=[CH:12][C:11]([C:14]3[CH:15]=[N:16][N:17]4[C:22]([NH2:23])=[C:21]([C:24]5[CH:29]=[CH:28][C:27]([N+:30]([O-])=O)=[CH:26][CH:25]=5)[CH:20]=[N:19][C:18]=34)=[CH:10][CH:9]=2)[CH2:4][CH2:3]1. (2) Given the product [Cl:14][C:15]1[CH:16]=[C:17]([CH:20]=[CH:21][C:22]=1[Cl:23])[CH2:18][NH:19][C:2]1[C:11]2[C:6](=[C:7]([OH:12])[CH:8]=[CH:9][CH:10]=2)[N:5]=[C:4]([CH3:13])[CH:3]=1, predict the reactants needed to synthesize it. The reactants are: Cl[C:2]1[C:11]2[C:6](=[C:7]([OH:12])[CH:8]=[CH:9][CH:10]=2)[N:5]=[C:4]([CH3:13])[CH:3]=1.[Cl:14][C:15]1[CH:16]=[C:17]([CH:20]=[CH:21][C:22]=1[Cl:23])[CH2:18][NH2:19].O. (3) The reactants are: O1CCOCC1.Cl[C:8]1[CH:13]=[C:12]([CH:14]([S:23][C:24]2[CH:29]=[CH:28][C:27]([Cl:30])=[CH:26][CH:25]=2)[C:15]2[CH:20]=[C:19]([F:21])[CH:18]=[CH:17][C:16]=2[F:22])[C:11]([Cl:31])=[CH:10][N:9]=1.[NH:32]1[CH2:37][CH2:36][O:35][CH2:34][CH2:33]1. Given the product [Cl:31][C:11]1[C:12]([CH:14]([S:23][C:24]2[CH:25]=[CH:26][C:27]([Cl:30])=[CH:28][CH:29]=2)[C:15]2[CH:20]=[C:19]([F:21])[CH:18]=[CH:17][C:16]=2[F:22])=[CH:13][C:8]([N:32]2[CH2:37][CH2:36][O:35][CH2:34][CH2:33]2)=[N:9][CH:10]=1, predict the reactants needed to synthesize it.